Dataset: Peptide-MHC class I binding affinity with 185,985 pairs from IEDB/IMGT. Task: Regression. Given a peptide amino acid sequence and an MHC pseudo amino acid sequence, predict their binding affinity value. This is MHC class I binding data. (1) The peptide sequence is IPRLGGMAF. The MHC is HLA-A02:06 with pseudo-sequence HLA-A02:06. The binding affinity (normalized) is 0.0847. (2) The peptide sequence is RPRVKLASL. The MHC is HLA-B07:02 with pseudo-sequence HLA-B07:02. The binding affinity (normalized) is 0.686.